From a dataset of Blood-brain barrier permeability classification from the B3DB database. Regression/Classification. Given a drug SMILES string, predict its absorption, distribution, metabolism, or excretion properties. Task type varies by dataset: regression for continuous measurements (e.g., permeability, clearance, half-life) or binary classification for categorical outcomes (e.g., BBB penetration, CYP inhibition). Dataset: b3db_classification. The compound is CCC(=O)OC1(c2ccccc2)CCN(C)CC1CC. The result is 1 (penetrates BBB).